Dataset: Buchwald-Hartwig C-N cross coupling reaction yields with 55,370 reactions. Task: Predict the reaction yield, written as a fraction of the theoretical maximum amount of product (1.0 means a 100% yield; for example, 0.34 means a 34% yield). (1) The reactants are Brc1cccnc1.Cc1ccc(N)cc1.O=S(=O)(O[Pd]1c2ccccc2-c2ccccc2N~1)C(F)(F)F.CC(C)c1cc(C(C)C)c(-c2ccccc2P(C2CCCCC2)C2CCCCC2)c(C(C)C)c1.CN(C)C(=NC(C)(C)C)N(C)C.c1ccc(-c2ccno2)cc1. No catalyst specified. The product is Cc1ccc(Nc2cccnc2)cc1. The yield is 0.114. (2) The reactants are CCc1ccc(Cl)cc1.Cc1ccc(N)cc1.O=S(=O)(O[Pd]1c2ccccc2-c2ccccc2N~1)C(F)(F)F.COc1ccc(OC)c(P([C@]23C[C@H]4C[C@H](C[C@H](C4)C2)C3)[C@]23C[C@H]4C[C@H](C[C@H](C4)C2)C3)c1-c1c(C(C)C)cc(C(C)C)cc1C(C)C.CN1CCCN2CCCN=C12.Cc1cc(C)on1. No catalyst specified. The product is CCc1ccc(Nc2ccc(C)cc2)cc1. The yield is 0.0154.